This data is from Full USPTO retrosynthesis dataset with 1.9M reactions from patents (1976-2016). The task is: Predict the reactants needed to synthesize the given product. (1) The reactants are: [C:1]1(=[O:8])[CH2:6][CH2:5][CH2:4][C:3](=[O:7])[CH2:2]1.[CH3:9][CH2:10][O:11][C:12](/[C:14](/[C:22]#[N:23])=[CH:15]/[C:16]1[CH:21]=[CH:20][CH:19]=[CH:18][CH:17]=1)=[O:13]. Given the product [NH2:23][C:22]1[O:7][C:3]2[CH2:4][CH2:5][CH2:6][C:1](=[O:8])[C:2]=2[CH:15]([C:16]2[CH:17]=[CH:18][CH:19]=[CH:20][CH:21]=2)[C:14]=1[C:12]([O:11][CH2:10][CH3:9])=[O:13], predict the reactants needed to synthesize it. (2) Given the product [C:20]([O:24][C:25]([NH:26][CH2:27][CH2:28][CH:29]1[CH2:30][CH2:31][N:32]([C:2]2[N:11]=[C:10]3[C:5]([C:6](=[O:18])[C:7]([C:15]([OH:17])=[O:16])=[CH:8][N:9]3[CH:12]3[CH2:14][CH2:13]3)=[CH:4][C:3]=2[F:19])[CH2:33][CH2:34]1)=[O:35])([CH3:23])([CH3:21])[CH3:22], predict the reactants needed to synthesize it. The reactants are: Cl[C:2]1[N:11]=[C:10]2[C:5]([C:6](=[O:18])[C:7]([C:15]([OH:17])=[O:16])=[CH:8][N:9]2[CH:12]2[CH2:14][CH2:13]2)=[CH:4][C:3]=1[F:19].[C:20]([O:24][C:25](=[O:35])[NH:26][CH2:27][CH2:28][CH:29]1[CH2:34][CH2:33][NH:32][CH2:31][CH2:30]1)([CH3:23])([CH3:22])[CH3:21]. (3) Given the product [CH2:20]([O:18][C:10]1[CH:9]=[C:8]([I:7])[CH:17]=[CH:16][C:11]=1[C:12]([O:14][CH3:15])=[O:13])[CH2:21][CH2:22][CH2:23][CH2:24][CH2:25][CH3:26], predict the reactants needed to synthesize it. The reactants are: C(=O)([O-])[O-].[Cs+].[Cs+].[I:7][C:8]1[CH:17]=[CH:16][C:11]([C:12]([O:14][CH3:15])=[O:13])=[C:10]([OH:18])[CH:9]=1.I[CH2:20][CH2:21][CH2:22][CH2:23][CH2:24][CH2:25][CH3:26].Cl. (4) Given the product [CH2:1]([C:3]1[C:19]([F:20])=[CH:18][C:6]([O:7][C:8]2[CH:16]=[CH:15][C:11]([C:12]([N:32]3[CH2:33][CH2:34][NH:29][C:30](=[O:35])[CH2:31]3)=[O:14])=[CH:10][C:9]=2[F:17])=[C:5]([O:21][CH3:22])[CH:4]=1)[CH3:2], predict the reactants needed to synthesize it. The reactants are: [CH2:1]([C:3]1[C:19]([F:20])=[CH:18][C:6]([O:7][C:8]2[CH:16]=[CH:15][C:11]([C:12]([OH:14])=O)=[CH:10][C:9]=2[F:17])=[C:5]([O:21][CH3:22])[CH:4]=1)[CH3:2].C(Cl)(=O)C(Cl)=O.[NH:29]1[CH2:34][CH2:33][NH:32][CH2:31][C:30]1=[O:35].C(N(C(C)C)CC)(C)C.Cl.